From a dataset of hERG Central: cardiac toxicity at 1µM, 10µM, and general inhibition. Predict hERG channel inhibition at various concentrations. The drug is COc1cccc(CNC(=O)CCC2CCCN(C/C=C/c3ccccc3OC)C2)c1. Results: hERG_inhib (hERG inhibition (general)): blocker.